From a dataset of Forward reaction prediction with 1.9M reactions from USPTO patents (1976-2016). Predict the product of the given reaction. Given the reactants C[N:2]([CH3:12])[C:3](=[O:11])[C:4]1[CH:9]=[CH:8][CH:7]=[CH:6][C:5]=1[CH3:10].[C:13]([O:17][C:18]([N:20]1[CH2:24][CH2:23][CH:22](C#N)[CH2:21]1)=[O:19])([CH3:16])([CH3:15])[CH3:14], predict the reaction product. The product is: [C:13]([O:17][C:18]([N:20]1[CH2:24][CH2:23][CH:22]([C:12]2[NH:2][C:3](=[O:11])[C:4]3[C:5]([CH:10]=2)=[CH:6][CH:7]=[CH:8][CH:9]=3)[CH2:21]1)=[O:19])([CH3:16])([CH3:14])[CH3:15].